The task is: Predict which catalyst facilitates the given reaction.. This data is from Catalyst prediction with 721,799 reactions and 888 catalyst types from USPTO. Reactant: C(O)C.[CH2:4]([O:11][C:12]1[CH:17]=[CH:16][C:15]([N+:18]([O-])=O)=[CH:14][CH:13]=1)[C:5]1[CH:10]=[CH:9][CH:8]=[CH:7][CH:6]=1.[S-2].[Na+].[Na+]. Product: [CH2:4]([O:11][C:12]1[CH:13]=[CH:14][C:15]([NH2:18])=[CH:16][CH:17]=1)[C:5]1[CH:6]=[CH:7][CH:8]=[CH:9][CH:10]=1. The catalyst class is: 6.